Dataset: Forward reaction prediction with 1.9M reactions from USPTO patents (1976-2016). Task: Predict the product of the given reaction. (1) Given the reactants Cl.[NH:2]1[CH2:7][CH2:6][CH:5]([N:8]2[N:12]=[C:11]([CH2:13][O:14][C:15]3[CH:16]=[CH:17][C:18]([N:21]4[CH:25]=[N:24][N:23]=[N:22]4)=[N:19][CH:20]=3)[CH:10]=[N:9]2)[CH2:4][CH2:3]1.[NH:26]1[CH:30]=[C:29]([S:31](Cl)(=[O:33])=[O:32])[N:28]=[CH:27]1, predict the reaction product. The product is: [NH:26]1[CH:30]=[C:29]([S:31]([N:2]2[CH2:3][CH2:4][CH:5]([N:8]3[N:12]=[C:11]([CH2:13][O:14][C:15]4[CH:16]=[CH:17][C:18]([N:21]5[CH:25]=[N:24][N:23]=[N:22]5)=[N:19][CH:20]=4)[CH:10]=[N:9]3)[CH2:6][CH2:7]2)(=[O:33])=[O:32])[N:28]=[CH:27]1. (2) Given the reactants [CH2:1]([O:8][C:9]1[CH:14]=[CH:13][C:12]([Br:15])=[CH:11][C:10]=1[CH:16](O)[CH3:17])[C:2]1[CH:7]=[CH:6][CH:5]=[CH:4][CH:3]=1.[Si](Cl)(C)(C)C.[I-:24].[Na+], predict the reaction product. The product is: [CH2:1]([O:8][C:9]1[CH:14]=[CH:13][C:12]([Br:15])=[CH:11][C:10]=1[CH:16]([I:24])[CH3:17])[C:2]1[CH:7]=[CH:6][CH:5]=[CH:4][CH:3]=1. (3) Given the reactants C[O:2][C:3](=[O:32])[C@H:4]([CH:29]([CH3:31])[CH3:30])[NH:5][C:6](=[O:28])[C@H:7]([CH:25]([CH3:27])[CH3:26])[NH:8][C:9](=[O:24])[C@H:10]([CH2:19][O:20][CH2:21][CH:22]=[CH2:23])[NH:11][C:12]([O:14][C:15]([CH3:18])([CH3:17])[CH3:16])=[O:13].C([O-])(O)=O.[Na+], predict the reaction product. The product is: [C:15]([O:14][C:12]([NH:11][C@H:10]([C:9]([NH:8][C@H:7]([C:6]([NH:5][C@H:4]([C:3]([OH:32])=[O:2])[CH:29]([CH3:30])[CH3:31])=[O:28])[CH:25]([CH3:27])[CH3:26])=[O:24])[CH2:19][O:20][CH2:21][CH:22]=[CH2:23])=[O:13])([CH3:16])([CH3:18])[CH3:17]. (4) Given the reactants Cl[C:2]1([C:13]2[CH:18]=[C:17]([N:19]3[CH2:24][CH2:23][CH2:22][CH2:21][CH2:20]3)[CH:16]=[CH:15][C:14]=2[O:25][CH3:26])[C:10]2[C:5](=[CH:6][CH:7]=[C:8]([Cl:11])[CH:9]=2)[NH:4][C:3]1=[O:12].FC(F)(F)C(O)=O.[OH:34][C@H:35]1[CH2:39][NH:38][C@H:37]([C:40]([N:42]([CH3:44])[CH3:43])=[O:41])[CH2:36]1, predict the reaction product. The product is: [Cl:11][C:8]1[CH:9]=[C:10]2[C:5](=[CH:6][CH:7]=1)[NH:4][C:3](=[O:12])[C:2]2([N:38]1[CH2:39][C@H:35]([OH:34])[CH2:36][C@H:37]1[C:40]([N:42]([CH3:44])[CH3:43])=[O:41])[C:13]1[CH:18]=[C:17]([N:19]2[CH2:24][CH2:23][CH2:22][CH2:21][CH2:20]2)[CH:16]=[CH:15][C:14]=1[O:25][CH3:26]. (5) Given the reactants CC1(C)C(C)(C)OB([C:9]2[CH:21]=[CH:20][C:12]([CH2:13][N:14]3[CH2:19][CH2:18][O:17][CH2:16][CH2:15]3)=[CH:11][CH:10]=2)O1.Br[C:24]1[N:29]2[N:30]=[C:31]([NH2:33])[N:32]=[C:28]2[CH:27]=[CH:26][CH:25]=1.C(=O)([O-])[O-].[Cs+].[Cs+].C(COC)OC.O, predict the reaction product. The product is: [O:17]1[CH2:16][CH2:15][N:14]([CH2:13][C:12]2[CH:11]=[CH:10][C:9]([C:24]3[N:29]4[N:30]=[C:31]([NH2:33])[N:32]=[C:28]4[CH:27]=[CH:26][CH:25]=3)=[CH:21][CH:20]=2)[CH2:19][CH2:18]1. (6) Given the reactants [Cl:1][C:2]1[N:7]=[C:6]([N:8]([CH:18]2[CH2:23][CH2:22][CH2:21][CH2:20][CH2:19]2)[CH2:9][C:10]([CH3:17])([CH3:16])[C:11](OCC)=[O:12])[C:5]([N+:24]([O-])=O)=[CH:4][N:3]=1.Cl, predict the reaction product. The product is: [Cl:1][C:2]1[N:3]=[CH:4][C:5]2[NH:24][C:11](=[O:12])[C:10]([CH3:17])([CH3:16])[CH2:9][N:8]([CH:18]3[CH2:23][CH2:22][CH2:21][CH2:20][CH2:19]3)[C:6]=2[N:7]=1. (7) Given the reactants [I:1][C:2]1[CH:7]=[CH:6][C:5]([CH2:8][OH:9])=[C:4]([O:10][CH2:11][CH2:12][CH3:13])[CH:3]=1.C(Cl)(=O)C(Cl)=O, predict the reaction product. The product is: [I:1][C:2]1[CH:7]=[CH:6][C:5]([CH:8]=[O:9])=[C:4]([O:10][CH2:11][CH2:12][CH3:13])[CH:3]=1.